From a dataset of Reaction yield outcomes from USPTO patents with 853,638 reactions. Predict the reaction yield, written as a fraction of the theoretical maximum amount of product (1.0 means a 100% yield; for example, 0.34 means a 34% yield). (1) The reactants are [N:1]1[CH:6]=[CH:5][CH:4]=[N:3][CH:2]=1.[Li+].[OH-].CN(C(ON1N=[N:24][C:19]2C=C[CH:22]=[N:23][C:18]1=2)=[N+](C)C)C.F[P-](F)(F)(F)(F)F.CC[N:35]([CH:39]([CH3:41])C)[CH:36]([CH3:38])[CH3:37].[CH2:42]([NH2:52])[C:43]1[CH:51]=[CH:50][C:49]2[O:48][CH2:47][O:46][C:45]=2[CH:44]=1.[CH2:53]1[CH2:57][O:56][CH2:55][CH2:54]1.O. No catalyst specified. The product is [O:48]1[C:49]2[CH:50]=[CH:51][C:43]([CH2:42][NH:52][C:55]([C:54]3[CH:37]=[C:36]4[C:38]([CH:41]=[CH:39][N:35]4[C:6]4[CH:5]=[CH:4][N:3]=[C:2]([N:23]5[CH:18]=[CH:19][N:24]=[CH:22]5)[N:1]=4)=[CH:57][CH:53]=3)=[O:56])=[CH:44][C:45]=2[O:46][CH2:47]1. The yield is 0.0400. (2) The reactants are [C:1]([C:4]1[C:22](=[O:23])[C@@:8]2([CH3:24])[C:9]3[C:15]([OH:16])=[CH:14][C:13]([O:17][CH3:18])=[C:12]([C:19]([NH2:21])=[O:20])[C:10]=3[O:11][C:7]2=[CH:6][C:5]=1[OH:25])(=[O:3])[CH3:2].[CH3:26][C:27]1[CH:36]=[CH:35][C:34]2[C:29](=[CH:30][CH:31]=[CH:32][CH:33]=2)[C:28]=1[CH:37]=O.C([SiH](CC)CC)C.FC(F)(F)C(O)=O. The catalyst is C(#N)C. The product is [C:1]([C:4]1[C:22](=[O:23])[C@@:8]2([CH3:24])[C:9]3[C:15]([OH:16])=[CH:14][C:13]([O:17][CH3:18])=[C:12]([C:19]([NH:21][CH2:37][C:28]4[C:29]5[C:34](=[CH:33][CH:32]=[CH:31][CH:30]=5)[CH:35]=[CH:36][C:27]=4[CH3:26])=[O:20])[C:10]=3[O:11][C:7]2=[CH:6][C:5]=1[OH:25])(=[O:3])[CH3:2]. The yield is 0.860. (3) The yield is 1.00. The catalyst is ClCCl. The reactants are [OH:1][CH:2]1[CH2:11][CH2:10][CH:9]2[CH:4]([CH2:5][CH:6]([C:16]([O-:18])=[O:17])[N:7]([C:12]([O:14][CH3:15])=[O:13])[CH2:8]2)[CH2:3]1.C(N([CH2:24][CH3:25])CC)C.[CH3:26][S:27](Cl)(=[O:29])=[O:28].[Cl-].[NH4+]. The product is [CH3:26][S:27]([O:1][C@@H:2]1[CH2:11][CH2:10][C@@H:9]2[C@H:4]([CH2:5][C@@H:6]([C:16]([O:18][CH2:24][CH3:25])=[O:17])[N:7]([C:12]([O:14][CH3:15])=[O:13])[CH2:8]2)[CH2:3]1)(=[O:29])=[O:28]. (4) The reactants are [C:1]([O:10][CH3:11])(=[O:9])[C:2]1[C:3](=[CH:5][CH:6]=[CH:7][CH:8]=1)[NH2:4].[BH3-][C:13]#[N:14].[Na+]. The catalyst is CO.C(O)(=O)C. The product is [CH3:11][O:10][C:1](=[O:9])[C:2]1[CH:8]=[CH:7][CH:6]=[CH:5][C:3]=1[NH:4][CH2:3][C:2]1[CH:1]=[CH:13][N:14]=[CH:7][CH:8]=1. The yield is 0.850. (5) The reactants are [CH3:1][O:2][C:3]([C:5]1[S:6][C:7]([C:29]#[C:30][C:31]([CH3:34])([CH3:33])[CH3:32])=[CH:8][C:9]=1[N:10]1[C@H:15]([CH:16]2[CH2:21][CH2:20][CH2:19][CH2:18][CH2:17]2)[CH2:14][O:13][C@@:12]([CH2:23][CH:24]([OH:27])CO)([CH3:22])[C:11]1=[O:28])=[O:4].O.I([O-])(=O)(=O)=O.[Na+].[BH4-].[Na+]. The catalyst is C1COCC1. The product is [CH3:1][O:2][C:3]([C:5]1[S:6][C:7]([C:29]#[C:30][C:31]([CH3:34])([CH3:33])[CH3:32])=[CH:8][C:9]=1[N:10]1[C@H:15]([CH:16]2[CH2:21][CH2:20][CH2:19][CH2:18][CH2:17]2)[CH2:14][O:13][C@@:12]([CH2:23][CH2:24][OH:27])([CH3:22])[C:11]1=[O:28])=[O:4]. The yield is 0.350. (6) The reactants are [Cl:1][C:2]1[CH:7]=[C:6]([C:8]([F:20])([C:16]([F:19])([F:18])[F:17])[C:9]([F:15])([F:14])[C:10]([F:13])([F:12])[F:11])[CH:5]=[C:4]([S:21][CH3:22])[C:3]=1[NH:23][C:24](=[O:36])[C:25]1[CH:30]=[CH:29][C:28]([C:31]#[N:32])=[C:27]([N+:33]([O-])=O)[CH:26]=1.[Sn](Cl)(Cl)(Cl)Cl.Cl. The catalyst is C(O)(C)C. The product is [NH2:33][C:27]1[CH:26]=[C:25]([CH:30]=[CH:29][C:28]=1[C:31]#[N:32])[C:24]([NH:23][C:3]1[C:4]([S:21][CH3:22])=[CH:5][C:6]([C:8]([F:20])([C:16]([F:17])([F:18])[F:19])[C:9]([F:14])([F:15])[C:10]([F:11])([F:12])[F:13])=[CH:7][C:2]=1[Cl:1])=[O:36]. The yield is 0.458.